Dataset: Full USPTO retrosynthesis dataset with 1.9M reactions from patents (1976-2016). Task: Predict the reactants needed to synthesize the given product. (1) Given the product [Cl:1][C:2]1[CH:3]=[CH:4][C:5]([C:8]2([CH3:26])[N:12]([C:13]3[CH:18]=[CH:17][C:16]([Cl:19])=[CH:15][C:14]=3[Cl:20])[N:11]=[C:10]([C:21]([OH:23])=[O:22])[CH2:9]2)=[CH:6][CH:7]=1, predict the reactants needed to synthesize it. The reactants are: [Cl:1][C:2]1[CH:7]=[CH:6][C:5]([C:8]2([CH3:26])[N:12]([C:13]3[CH:18]=[CH:17][C:16]([Cl:19])=[CH:15][C:14]=3[Cl:20])[N:11]=[C:10]([C:21]([O:23]CC)=[O:22])[CH2:9]2)=[CH:4][CH:3]=1.[OH-].[Na+]. (2) The reactants are: C(N(CC)CC)C.BrCC[C:11]1[CH:16]=[CH:15][C:14]([O:17][CH3:18])=[CH:13][CH:12]=1.Cl.[C:20]1([CH3:28])[CH:25]=[CH:24][C:23]([NH:26][NH2:27])=[CH:22][CH:21]=1. Given the product [CH3:18][O:17][C:14]1[CH:13]=[CH:12][C:11]([N:26]([C:23]2[CH:24]=[CH:25][C:20]([CH3:28])=[CH:21][CH:22]=2)[NH2:27])=[CH:16][CH:15]=1, predict the reactants needed to synthesize it. (3) Given the product [CH2:1]([O:8][C:9]([N:11]1[CH:15]([C:16](=[O:35])[NH:17][C:18]2[S:19][CH:20]=[C:21]([C:23]3[CH:28]=[CH:27][C:26]([C:29](=[O:34])[NH:30][CH:31]4[CH2:33][CH2:32]4)=[CH:25][CH:24]=3)[N:22]=2)[CH2:14][S:13][CH:12]1[CH2:36][CH2:37][C:38]([OH:40])=[O:39])=[O:10])[C:2]1[CH:3]=[CH:4][CH:5]=[CH:6][CH:7]=1, predict the reactants needed to synthesize it. The reactants are: [CH2:1]([O:8][C:9]([N:11]1[CH:15]([C:16](=[O:35])[NH:17][C:18]2[S:19][CH:20]=[C:21]([C:23]3[CH:28]=[CH:27][C:26]([C:29](=[O:34])[NH:30][CH:31]4[CH2:33][CH2:32]4)=[CH:25][CH:24]=3)[N:22]=2)[CH2:14][S:13][CH:12]1[CH2:36][CH2:37][C:38]([O:40]C)=[O:39])=[O:10])[C:2]1[CH:7]=[CH:6][CH:5]=[CH:4][CH:3]=1.[Li+].[OH-]. (4) Given the product [Cl:1][C:2]1[CH:3]=[C:4]([NH:9][C:10]2[C:11]3[C:18](=[CH:36][C:23]4[NH:24][C:25]([C:27]([N:29]5[CH2:30][CH2:31][N:32]([CH3:35])[CH2:33][CH2:34]5)=[O:28])=[CH:26][C:22]=4[CH3:21])[C:17](=[O:19])[N:16]([CH3:20])[C:12]=3[N:13]=[CH:14][N:15]=2)[CH:5]=[CH:6][C:7]=1[F:8], predict the reactants needed to synthesize it. The reactants are: [Cl:1][C:2]1[CH:3]=[C:4]([NH:9][C:10]2[C:11]3[CH2:18][C:17](=[O:19])[N:16]([CH3:20])[C:12]=3[N:13]=[CH:14][N:15]=2)[CH:5]=[CH:6][C:7]=1[F:8].[CH3:21][C:22]1[CH:26]=[C:25]([C:27]([N:29]2[CH2:34][CH2:33][N:32]([CH3:35])[CH2:31][CH2:30]2)=[O:28])[NH:24][C:23]=1[CH:36]=O. (5) The reactants are: [OH:1][CH:2]1[CH2:7][CH2:6][N:5]([C:8]([N:10]2[CH2:15][CH:14]([C:16]3[CH:21]=[CH:20][CH:19]=[C:18]([O:22][C:23]([F:26])([F:25])[F:24])[CH:17]=3)[CH2:13][CH:12]([C:27](O)=[O:28])[CH2:11]2)=[O:9])[CH2:4][CH2:3]1.O[N:31]=[C:32]([CH:34]1[CH2:36][CH2:35]1)[NH2:33]. Given the product [CH:34]1([C:32]2[N:33]=[C:27]([CH:12]3[CH2:13][CH:14]([C:16]4[CH:21]=[CH:20][CH:19]=[C:18]([O:22][C:23]([F:25])([F:24])[F:26])[CH:17]=4)[CH2:15][N:10]([C:8]([N:5]4[CH2:4][CH2:3][CH:2]([OH:1])[CH2:7][CH2:6]4)=[O:9])[CH2:11]3)[O:28][N:31]=2)[CH2:36][CH2:35]1, predict the reactants needed to synthesize it. (6) Given the product [Cl:6][C:7]1[C:8]([CH3:20])=[N:9][N:10]([C:12]2[CH:18]=[CH:17][CH:16]=[C:15]([CH3:19])[C:13]=2[I:26])[CH:11]=1, predict the reactants needed to synthesize it. The reactants are: S(=O)(=O)(O)O.[Cl:6][C:7]1[C:8]([CH3:20])=[N:9][N:10]([C:12]2[CH:18]=[CH:17][CH:16]=[C:15]([CH3:19])[C:13]=2N)[CH:11]=1.Cl.N([O-])=O.[Na+].[I-:26].[K+]. (7) Given the product [C:11]([O:14][CH2:15][C:16]1[C:17]([N:31]2[CH2:42][CH2:41][N:40]3[C:33](=[CH:34][C:35]4[CH2:36][C:37]([CH3:44])([CH3:43])[CH2:38][C:39]=43)[C:32]2=[O:45])=[N:18][CH:19]=[CH:20][C:21]=1[C:22]1[CH:27]=[C:26]([NH:10][C:8]2[N:7]=[CH:6][N:5]([CH:3]3[CH2:4][O:1][CH2:2]3)[CH:9]=2)[C:25](=[O:29])[N:24]([CH3:30])[CH:23]=1)(=[O:13])[CH3:12], predict the reactants needed to synthesize it. The reactants are: [O:1]1[CH2:4][CH:3]([N:5]2[CH:9]=[C:8]([NH2:10])[N:7]=[CH:6]2)[CH2:2]1.[C:11]([O:14][CH2:15][C:16]1[C:17]([N:31]2[CH2:42][CH2:41][N:40]3[C:33](=[CH:34][C:35]4[CH2:36][C:37]([CH3:44])([CH3:43])[CH2:38][C:39]=43)[C:32]2=[O:45])=[N:18][CH:19]=[CH:20][C:21]=1[C:22]1[CH:27]=[C:26](Br)[C:25](=[O:29])[N:24]([CH3:30])[CH:23]=1)(=[O:13])[CH3:12].CC1(C)C2C(=C(P(C3C=CC=CC=3)C3C=CC=CC=3)C=CC=2)OC2C(P(C3C=CC=CC=3)C3C=CC=CC=3)=CC=CC1=2.C(=O)([O-])[O-].[Cs+].[Cs+]. (8) Given the product [N:1]1([CH2:15][C:16]2[N:20]([CH2:21][CH2:22][CH2:23][CH2:24][NH2:25])[C:19]3[CH:26]=[CH:27][CH:28]=[CH:29][C:18]=3[N:17]=2)[C@H:14]2[C@@H:5]([CH2:6][CH2:7][C:8]3[C:13]2=[N:12][CH:11]=[CH:10][CH:9]=3)[CH2:4][CH2:3][CH2:2]1, predict the reactants needed to synthesize it. The reactants are: [N:1]1([CH2:15][C:16]2[N:20]([CH2:21][CH2:22][CH2:23][C:24]#[N:25])[C:19]3[CH:26]=[CH:27][CH:28]=[CH:29][C:18]=3[N:17]=2)[C@H:14]2[C@@H:5]([CH2:6][CH2:7][C:8]3[C:13]2=[N:12][CH:11]=[CH:10][CH:9]=3)[CH2:4][CH2:3][CH2:2]1. (9) Given the product [ClH:41].[CH3:37][O:36][C:27]1[CH:26]=[C:25]2[C:30](=[C:29]3[CH2:31][C:32]([CH3:35])([CH3:34])[O:33][C:28]=13)[C:21]([C:17]1[CH:16]=[C:15]([NH:14][C:12]([C:9]3[CH:8]=[CH:7][C:6]([C:5]([OH:40])=[O:4])=[CH:11][CH:10]=3)=[O:13])[CH:20]=[CH:19][CH:18]=1)=[N:22][C:23]([CH3:39])([CH3:38])[CH2:24]2, predict the reactants needed to synthesize it. The reactants are: [OH-].[Na+].C[O:4][C:5](=[O:40])[C:6]1[CH:11]=[CH:10][C:9]([C:12]([NH:14][C:15]2[CH:20]=[CH:19][CH:18]=[C:17]([C:21]3[C:30]4[C:25](=[CH:26][C:27]([O:36][CH3:37])=[C:28]5[O:33][C:32]([CH3:35])([CH3:34])[CH2:31][C:29]5=4)[CH2:24][C:23]([CH3:39])([CH3:38])[N:22]=3)[CH:16]=2)=[O:13])=[CH:8][CH:7]=1.[ClH:41]. (10) Given the product [C:36]([O:35][C:33]([NH:32][NH:31][C:29]([CH2:28][C:25]1[CH:24]=[CH:23][C:22]([C:2]#[C:1][C:3]2[N:4]=[C:5]([CH:8]3[CH2:13][CH2:12][N:11]([C:14]([O:16][C:17]([CH3:20])([CH3:19])[CH3:18])=[O:15])[CH2:10][CH2:9]3)[S:6][CH:7]=2)=[CH:27][CH:26]=1)=[O:30])=[O:34])([CH3:39])([CH3:37])[CH3:38], predict the reactants needed to synthesize it. The reactants are: [C:1]([C:3]1[N:4]=[C:5]([CH:8]2[CH2:13][CH2:12][N:11]([C:14]([O:16][C:17]([CH3:20])([CH3:19])[CH3:18])=[O:15])[CH2:10][CH2:9]2)[S:6][CH:7]=1)#[CH:2].Br[C:22]1[CH:27]=[CH:26][C:25]([CH2:28][C:29]([NH:31][NH:32][C:33]([O:35][C:36]([CH3:39])([CH3:38])[CH3:37])=[O:34])=[O:30])=[CH:24][CH:23]=1.C#C.